This data is from Reaction yield outcomes from USPTO patents with 853,638 reactions. The task is: Predict the reaction yield, written as a fraction of the theoretical maximum amount of product (1.0 means a 100% yield; for example, 0.34 means a 34% yield). (1) The catalyst is C(O)C. The reactants are C(O[C:6](=O)[N:7](C)[CH:8]1[CH2:13][CH2:12][N:11]([C:14]2[N:22]=[CH:21][N:20]=[C:19]3[C:15]=2[N:16]=[CH:17][N:18]3C2CCCCO2)[CH2:10][CH2:9]1)(C)(C)C.Cl. The yield is 0.390. The product is [CH3:6][NH:7][CH:8]1[CH2:13][CH2:12][N:11]([C:14]2[N:22]=[CH:21][N:20]=[C:19]3[C:15]=2[N:16]=[CH:17][NH:18]3)[CH2:10][CH2:9]1. (2) The reactants are [O:1]=[C:2]([C:19]1[N:23]([CH3:24])[N:22]=[C:21]([CH3:25])[C:20]=1[CH3:26])[CH:3]([C:6]1[C:10]([CH2:11][CH3:12])=[N:9][N:8]([C:13]2[CH:18]=[CH:17][CH:16]=[CH:15][CH:14]=2)[N:7]=1)[C:4]#[N:5].[C:27](Cl)(=[O:32])[C:28]([CH3:31])([CH3:30])[CH3:29]. The catalyst is C1(C)C(C)=CC=CC=1. The product is [CH3:29][C:28]([CH3:31])([CH3:30])[C:27]([O:1]/[C:2](/[C:19]1[N:23]([CH3:24])[N:22]=[C:21]([CH3:25])[C:20]=1[CH3:26])=[C:3](\[C:6]1[C:10]([CH2:11][CH3:12])=[N:9][N:8]([C:13]2[CH:18]=[CH:17][CH:16]=[CH:15][CH:14]=2)[N:7]=1)/[C:4]#[N:5])=[O:32]. The yield is 0.930. (3) The reactants are [N+:1]([C:4]1[CH:9]=[CH:8][C:7](/[C:10](/[C:14]2[CH:19]=[CH:18][CH:17]=[CH:16][CH:15]=2)=[CH:11]\[CH2:12][OH:13])=[CH:6][CH:5]=1)([O-:3])=[O:2].CC(OI1(OC(C)=O)(OC(C)=O)OC(=O)C2C=CC=CC1=2)=O. The catalyst is C(Cl)Cl. The product is [N+:1]([C:4]1[CH:5]=[CH:6][C:7](/[C:10](/[C:14]2[CH:15]=[CH:16][CH:17]=[CH:18][CH:19]=2)=[CH:11]\[CH:12]=[O:13])=[CH:8][CH:9]=1)([O-:3])=[O:2]. The yield is 0.830. (4) The yield is 0.670. The product is [ClH:1].[Cl:1][C:2]1[CH:7]=[CH:6][C:5]([C:8]2[N:13]=[C:12]([C:14]([NH:32][C@H:33]([CH:38]([CH3:40])[CH3:39])[CH2:34][C:35]([OH:37])=[O:36])=[O:15])[CH:11]=[CH:10][C:9]=2[C:17]2[CH:22]=[C:21]([CH3:23])[CH:20]=[CH:19][C:18]=2[Cl:24])=[CH:4][C:3]=1[O:25][CH2:26][CH2:27][CH2:28][N:29]([CH3:31])[CH3:30]. The reactants are [Cl:1][C:2]1[CH:7]=[CH:6][C:5]([C:8]2[N:13]=[C:12]([C:14]([O-])=[O:15])[CH:11]=[CH:10][C:9]=2[C:17]2[CH:22]=[C:21]([CH3:23])[CH:20]=[CH:19][C:18]=2[Cl:24])=[CH:4][C:3]=1[O:25][CH2:26][CH2:27][CH2:28][N:29]([CH3:31])[CH3:30].[NH2:32][C@H:33]([CH:38]([CH3:40])[CH3:39])[CH2:34][C:35]([OH:37])=[O:36]. No catalyst specified. (5) The reactants are Br[C:2]1[CH:7]=[C:6]([CH:8]2[CH2:12][CH2:11][CH2:10][CH2:9]2)[C:5]([O:13][C:14]([O:16][CH3:17])=[O:15])=[CH:4][C:3]=1[NH:18][C:19]([CH:21]1[O:26][C:25]2[CH:27]=[CH:28][C:29]([C:31]#[N:32])=[CH:30][C:24]=2[N:23]([C:33]([O:35][CH2:36][CH3:37])=[O:34])[CH2:22]1)=[O:20].CC(C1C=C(C(C)C)C(C2C=CC=CC=2P(C2CCCCC2)C2CCCCC2)=C(C(C)C)C=1)C.FC(B[CH2:77][N:78]1[CH2:83][CH2:82][N:81]([C:84]([O:86][C:87]([CH3:90])([CH3:89])[CH3:88])=[O:85])[CH2:80][CH2:79]1)(F)F.C([O-])([O-])=O.[Cs+].[Cs+]. The catalyst is C1COCC1.O.CC([O-])=O.CC([O-])=O.[Pd+2]. The product is [C:87]([O:86][C:84]([N:81]1[CH2:82][CH2:83][N:78]([CH2:77][C:2]2[CH:7]=[C:6]([CH:8]3[CH2:12][CH2:11][CH2:10][CH2:9]3)[C:5]([O:13][C:14]([O:16][CH3:17])=[O:15])=[CH:4][C:3]=2[NH:18][C:19]([CH:21]2[O:26][C:25]3[CH:27]=[CH:28][C:29]([C:31]#[N:32])=[CH:30][C:24]=3[N:23]([C:33]([O:35][CH2:36][CH3:37])=[O:34])[CH2:22]2)=[O:20])[CH2:79][CH2:80]1)=[O:85])([CH3:90])([CH3:89])[CH3:88]. The yield is 0.240. (6) The product is [O:7]=[C:4]1[O:5][N:3]=[C:33]([C:28]2[CH:29]=[CH:30][CH:31]=[CH:32][C:27]=2[C:24]2[CH:23]=[CH:22][C:21]([CH2:20][C:19]3[C:14](=[O:13])[N:15]([CH:41]4[CH2:42][CH2:43][O:44][CH2:45][CH2:46]4)[C:16]4[N:17]([N:38]=[N:39][CH:40]=4)[C:18]=3[CH2:35][CH2:36][CH3:37])=[CH:26][CH:25]=2)[NH:34]1. The yield is 0.640. The reactants are [Cl-].O[NH3+:3].[C:4](=[O:7])([O-])[OH:5].[Na+].CS(C)=O.[O:13]=[C:14]1[C:19]([CH2:20][C:21]2[CH:26]=[CH:25][C:24]([C:27]3[C:28]([C:33]#[N:34])=[CH:29][CH:30]=[CH:31][CH:32]=3)=[CH:23][CH:22]=2)=[C:18]([CH2:35][CH2:36][CH3:37])[N:17]2[N:38]=[N:39][CH:40]=[C:16]2[N:15]1[CH:41]1[CH2:46][CH2:45][O:44][CH2:43][CH2:42]1. The catalyst is C(OCC)(=O)C. (7) The reactants are [C:1]([C:5]1[N:10]=[C:9]2[NH:11][N:12]=[CH:13][C:8]2=[C:7]([N:14]2[CH2:18][CH2:17][C:16]([F:20])([F:19])[CH2:15]2)[N:6]=1)([CH3:4])([CH3:3])[CH3:2].Cl[CH:22]1[CH2:25][S:24](=[O:27])(=[O:26])[CH2:23]1.CCN(C(C)C)C(C)C.CC(C)([O-])C.[K+]. The catalyst is C1COCC1.CN(C=O)C. The product is [C:1]([C:5]1[N:10]=[C:9]2[N:11]([CH:22]3[CH2:25][S:24](=[O:27])(=[O:26])[CH2:23]3)[N:12]=[CH:13][C:8]2=[C:7]([N:14]2[CH2:18][CH2:17][C:16]([F:19])([F:20])[CH2:15]2)[N:6]=1)([CH3:4])([CH3:2])[CH3:3]. The yield is 0.600. (8) The reactants are [Cl:1][C:2]1[CH:7]=[CH:6][C:5]([C@@H:8]([C:21]([N:23]2[CH2:28][CH2:27][N:26]([C:29]3[C:30]4[C@H:37]([CH3:38])[S:36][CH2:35][C:31]=4[N:32]=[CH:33][N:34]=3)[CH2:25][CH2:24]2)=[O:22])[CH2:9][N:10]([CH:18]([CH3:20])[CH3:19])C(=O)OC(C)(C)C)=[CH:4][CH:3]=1.[ClH:39]. The catalyst is C(Cl)Cl. The product is [ClH:1].[ClH:39].[Cl:1][C:2]1[CH:7]=[CH:6][C:5]([C@@H:8]([CH2:9][NH:10][CH:18]([CH3:20])[CH3:19])[C:21]([N:23]2[CH2:28][CH2:27][N:26]([C:29]3[C:30]4[C@H:37]([CH3:38])[S:36][CH2:35][C:31]=4[N:32]=[CH:33][N:34]=3)[CH2:25][CH2:24]2)=[O:22])=[CH:4][CH:3]=1. The yield is 1.00.